This data is from Forward reaction prediction with 1.9M reactions from USPTO patents (1976-2016). The task is: Predict the product of the given reaction. (1) Given the reactants [CH2:1]([O:3][C:4]1[CH:9]=[CH:8][N:7]([C:10]2[CH:15]=[CH:14][C:13]([F:16])=[CH:12][CH:11]=2)[C:6](=[O:17])[C:5]=1[C:18]([OH:20])=O)[CH3:2].O=S(Cl)Cl.[NH2:25][C:26]1[C:43]([F:44])=[CH:42][C:29]([O:30][C:31]2[CH:36]=[CH:35][N:34]=[C:33]([NH:37][C:38](=[O:41])[CH2:39][CH3:40])[CH:32]=2)=[C:28]([F:45])[CH:27]=1.N1C=CC=CC=1, predict the reaction product. The product is: [F:44][C:43]1[CH:42]=[C:29]([O:30][C:31]2[CH:36]=[CH:35][N:34]=[C:33]([NH:37][C:38](=[O:41])[CH2:39][CH3:40])[CH:32]=2)[C:28]([F:45])=[CH:27][C:26]=1[NH:25][C:18]([C:5]1[C:6](=[O:17])[N:7]([C:10]2[CH:11]=[CH:12][C:13]([F:16])=[CH:14][CH:15]=2)[CH:8]=[CH:9][C:4]=1[O:3][CH2:1][CH3:2])=[O:20]. (2) Given the reactants [C:1]([OH:6])(=[O:5])[C:2](C)=C.C1(C)C=CC(S(O)(=O)=[O:14])=CC=1.[CH3:22][C:23]1([CH3:27])N([O])[C:23]([CH3:27])([CH3:26])[CH2:22]C[CH2:26]1, predict the reaction product. The product is: [CH2:1]1[O:6][CH2:2]1.[OH:14][CH2:22][C:23]([CH3:27])([CH2:1][OH:5])[CH3:26]. (3) Given the reactants [F:1][C:2]1[C:3]([O:18][CH3:19])=[C:4]([NH:11][C:12]2[CH:17]=[CH:16][CH:15]=[CH:14][CH:13]=2)[C:5]([N+:8]([O-])=O)=[CH:6][CH:7]=1, predict the reaction product. The product is: [F:1][C:2]1[C:3]([O:18][CH3:19])=[C:4]([NH:11][C:12]2[CH:17]=[CH:16][CH:15]=[CH:14][CH:13]=2)[C:5]([NH2:8])=[CH:6][CH:7]=1. (4) Given the reactants Cl.[Cl:2][CH2:3][CH2:4]N.[N:6]1C=CC=CC=1.[Cl:12][C:13]1[CH:18]=[CH:17][C:16]([S:19](Cl)(=[O:21])=[O:20])=[CH:15][CH:14]=1.Cl, predict the reaction product. The product is: [Cl:2][CH2:3][CH2:4][C:16]1([S:19]([NH2:6])(=[O:21])=[O:20])[CH:17]=[CH:18][C:13]([Cl:12])=[CH:14][CH2:15]1.